From a dataset of TCR-epitope binding with 47,182 pairs between 192 epitopes and 23,139 TCRs. Binary Classification. Given a T-cell receptor sequence (or CDR3 region) and an epitope sequence, predict whether binding occurs between them. The epitope is YLQPRTFLL. The TCR CDR3 sequence is CATQDANTGELFF. Result: 1 (the TCR binds to the epitope).